Task: Predict the reaction yield, written as a fraction of the theoretical maximum amount of product (1.0 means a 100% yield; for example, 0.34 means a 34% yield).. Dataset: Reaction yield outcomes from USPTO patents with 853,638 reactions (1) The reactants are [N:1]([C:4]1[CH:9]=[CH:8][C:7]([OH:10])=[CH:6][C:5]=1[CH3:11])=[C:2]=[S:3].N1C=CN=C1.[C:17]([Si:21](Cl)([CH3:23])[CH3:22])([CH3:20])([CH3:19])[CH3:18]. The catalyst is CN(C=O)C.O. The product is [C:17]([Si:21]([O:10][C:7]1[CH:8]=[CH:9][C:4]([N:1]=[C:2]=[S:3])=[C:5]([CH3:11])[CH:6]=1)([CH3:23])[CH3:22])([CH3:20])([CH3:19])[CH3:18]. The yield is 0.890. (2) The reactants are [CH:1]([C:3]1[CH:8]=[C:7](Br)[CH:6]=[C:5]([CH:10]=[O:11])[C:4]=1[OH:12])=[O:2].[CH2:13]=[CH:14][CH2:15][CH2:16][CH2:17][CH2:18][CH2:19][CH2:20][CH2:21][CH2:22][CH2:23][CH3:24].C([O-])(O)=O.[Na+].[Li+].[Cl-]. The catalyst is [Br-].C([N+](CCCC)(CCCC)CCCC)CCC.C([O-])(=O)C.C([O-])(=O)C.[Pd+2]. The product is [CH:1]([C:3]1[CH:8]=[C:7]([CH:13]=[CH:14][CH2:15][CH2:16][CH2:17][CH2:18][CH2:19][CH2:20][CH2:21][CH2:22][CH2:23][CH3:24])[CH:6]=[C:5]([CH:10]=[O:11])[C:4]=1[OH:12])=[O:2]. The yield is 0.510. (3) The reactants are Br[C:2]1[N:6]2[C:7]3[CH:19]=[CH:18][CH:17]=[N:16][C:8]=3[NH:9][C:10]3[CH:15]=[CH:14][CH:13]=[CH:12][C:11]=3[C:5]2=[N:4][C:3]=1[C:20]1[CH:25]=[CH:24][C:23]([C:26]2([NH:30][C:31](=[O:37])[O:32][C:33]([CH3:36])([CH3:35])[CH3:34])[CH2:29][CH2:28][CH2:27]2)=[CH:22][CH:21]=1.C(O)C.C(=O)(O)[O-].[Na+].[C:46]1(B(O)O)[CH:51]=[CH:50][CH:49]=[CH:48][CH:47]=1. The catalyst is C1(C)C=CC=CC=1. The product is [C:46]1([C:2]2[N:6]3[C:7]4[CH:19]=[CH:18][CH:17]=[N:16][C:8]=4[NH:9][C:10]4[CH:15]=[CH:14][CH:13]=[CH:12][C:11]=4[C:5]3=[N:4][C:3]=2[C:20]2[CH:21]=[CH:22][C:23]([C:26]3([NH:30][C:31](=[O:37])[O:32][C:33]([CH3:34])([CH3:35])[CH3:36])[CH2:29][CH2:28][CH2:27]3)=[CH:24][CH:25]=2)[CH:51]=[CH:50][CH:49]=[CH:48][CH:47]=1. The yield is 0.400. (4) The reactants are [N+:1]([C:4]1[N:5]=[C:6]2[N:10]([CH:11]=1)[CH2:9][CH:8]([CH2:12][N:13]1[CH2:18][CH2:17][N:16]([C:19](OC(C)(C)C)=O)[CH2:15][CH2:14]1)[O:7]2)([O-:3])=[O:2].C(N(CC)CC)C.[C:33]1([C:39]2[CH:46]=[CH:45][C:42](C=O)=[CH:41][CH:40]=2)[CH:38]=[CH:37][CH:36]=[CH:35][CH:34]=1.[B-]C#N.[Na+].C(O)(=O)C. The catalyst is FC(F)(F)C(O)=O. The product is [C:33]1([C:39]2[CH:40]=[CH:41][CH:42]=[CH:45][CH:46]=2)[CH:38]=[CH:37][C:36]([CH2:19][N:16]2[CH2:15][CH2:14][N:13]([CH2:12][CH:8]3[O:7][C:6]4=[N:5][C:4]([N+:1]([O-:3])=[O:2])=[CH:11][N:10]4[CH2:9]3)[CH2:18][CH2:17]2)=[CH:35][CH:34]=1. The yield is 0.400. (5) The reactants are Br[C:2]1[C:3]([F:31])=[CH:4][C:5]([F:30])=[C:6]([C@:8]2([CH3:29])[CH2:13][C@@H:12]([C:14]3[C:15]([CH3:20])=[N:16][O:17][C:18]=3[CH3:19])[S:11][C:10]([NH:21][C:22](=[O:28])[O:23][C:24]([CH3:27])([CH3:26])[CH3:25])=[N:9]2)[CH:7]=1.CON(C)[C:35](=[O:37])[CH3:36].C([Li])CCC. The catalyst is C1COCC1. The product is [C:35]([C:2]1[C:3]([F:31])=[CH:4][C:5]([F:30])=[C:6]([C@:8]2([CH3:29])[CH2:13][C@@H:12]([C:14]3[C:15]([CH3:20])=[N:16][O:17][C:18]=3[CH3:19])[S:11][C:10]([NH:21][C:22](=[O:28])[O:23][C:24]([CH3:26])([CH3:25])[CH3:27])=[N:9]2)[CH:7]=1)(=[O:37])[CH3:36]. The yield is 0.512. (6) The catalyst is C1COCC1. The product is [CH:25]1[C:37]2[CH:36]([CH2:38][O:39][C:40]([NH:1][CH:2]([CH:7]([C:9]3[C:17]4[C:12](=[CH:13][CH:14]=[CH:15][CH:16]=4)[NH:11][CH:10]=3)[CH3:8])[C:3]([O:5][CH3:6])=[O:4])=[O:41])[C:35]3[C:30](=[CH:31][CH:32]=[CH:33][CH:34]=3)[C:29]=2[CH:28]=[CH:27][CH:26]=1. The yield is 1.00. The reactants are [NH2:1][CH:2]([CH:7]([C:9]1[C:17]2[C:12](=[CH:13][CH:14]=[CH:15][CH:16]=2)[NH:11][CH:10]=1)[CH3:8])[C:3]([O:5][CH3:6])=[O:4].C(N(CC)CC)C.[CH:25]1[C:37]2[CH:36]([CH2:38][O:39][C:40](Cl)=[O:41])[C:35]3[C:30](=[CH:31][CH:32]=[CH:33][CH:34]=3)[C:29]=2[CH:28]=[CH:27][CH:26]=1. (7) The reactants are [C:1]([NH:4][CH2:5][C:6]1[CH:7]=[C:8]([N:15]2[CH2:20][CH2:19][N:18]([C:21]([O:23][C:24]([CH3:27])([CH3:26])[CH3:25])=[O:22])[CH2:17][CH2:16]2)[CH:9]=[CH:10][C:11]=1[N+:12]([O-])=O)(=[O:3])[CH3:2]. The catalyst is CCO.[Ni]. The product is [C:1]([NH:4][CH2:5][C:6]1[CH:7]=[C:8]([N:15]2[CH2:20][CH2:19][N:18]([C:21]([O:23][C:24]([CH3:27])([CH3:26])[CH3:25])=[O:22])[CH2:17][CH2:16]2)[CH:9]=[CH:10][C:11]=1[NH2:12])(=[O:3])[CH3:2]. The yield is 0.820. (8) The reactants are Cl[C:2]1[CH:10]=[C:9]2[C:5]([CH:6]([CH:23]([CH3:25])[CH3:24])[N:7]([CH2:12][C:13]3[CH:18]=[CH:17][C:16]([C:19]([F:22])([F:21])[F:20])=[CH:15][CH:14]=3)[C:8]2=[O:11])=[CH:4][CH:3]=1.N12CCCN=C1CCCCC2.N#N.[O:39]1[CH2:44]COCC1.[OH2:45]. The catalyst is [C-]#[O+].[C-]#[O+].[C-]#[O+].[C-]#[O+].[C-]#[O+].[C-]#[O+].[Mo].CC1C(P(C2C([CH2-])=CC=CC=2)C2C(C)=CC=CC=2)=CC=CC=1.CC1C(P(C2C([CH2-])=CC=CC=2)C2C(C)=CC=CC=2)=CC=CC=1.CC(O)=O.CC(O)=O.[Pd].[Pd].F[B-](F)(F)F.C([PH+](C(C)(C)C)C(C)(C)C)(C)(C)C. The product is [CH:23]([CH:6]1[C:5]2[C:9](=[CH:10][C:2]([C:44]([OH:39])=[O:45])=[CH:3][CH:4]=2)[C:8](=[O:11])[N:7]1[CH2:12][C:13]1[CH:14]=[CH:15][C:16]([C:19]([F:20])([F:22])[F:21])=[CH:17][CH:18]=1)([CH3:25])[CH3:24]. The yield is 0.700. (9) The reactants are [Cl:1][C:2]1[CH:3]=[CH:4][C:5]2[N:6]([CH:8]=[CH:9][N:10]=2)[N:7]=1.[O:11]1[CH2:16][CH2:15][N:14]([CH2:17][CH2:18][CH2:19][NH2:20])[CH2:13][CH2:12]1.Cl. The catalyst is CCOCC. The product is [ClH:1].[O:11]1[CH2:16][CH2:15][N:14]([CH2:17][CH2:18][CH2:19][NH:20][C:2]2[CH:3]=[CH:4][C:5]3[N:6]([CH:8]=[CH:9][N:10]=3)[N:7]=2)[CH2:13][CH2:12]1. The yield is 0.320. (10) The reactants are CC1(C)[O:7][CH2:6][C:5]2([CH2:27][C:10]3=[C:11]([C:24](=[O:26])[CH3:25])[C:12]4[C:17]([CH:18]=[C:9]3[CH2:8]2)=[C:16]([N:19]2[CH2:23][CH2:22][CH2:21][CH2:20]2)[CH:15]=[CH:14][CH:13]=4)[CH2:4][O:3]1.Cl. The catalyst is C1COCC1. The product is [OH:3][CH2:4][C:5]1([CH2:6][OH:7])[CH2:8][C:9]2=[CH:18][C:17]3[C:12]([C:11]([C:24](=[O:26])[CH3:25])=[C:10]2[CH2:27]1)=[CH:13][CH:14]=[CH:15][C:16]=3[N:19]1[CH2:23][CH2:22][CH2:21][CH2:20]1. The yield is 0.520.